Task: Predict the reactants needed to synthesize the given product.. Dataset: Full USPTO retrosynthesis dataset with 1.9M reactions from patents (1976-2016) (1) The reactants are: [O:1]=[C:2]1[C:10](=[C:11]2[C:19]3[C:14](=[CH:15][C:16]([CH:20]=O)=[CH:17][CH:18]=3)[CH2:13][O:12]2)[C:9]2[C:4](=[CH:5][CH:6]=[CH:7][CH:8]=2)[NH:3]1.Cl.[CH3:23][O:24][C:25](=[O:28])[CH2:26][NH2:27].C(N(CC)CC)C.C([BH3-])#N.[Na+]. Given the product [CH3:23][O:24][C:25](=[O:28])[CH2:26][NH:27][CH2:20][C:16]1[CH:15]=[C:14]2[C:19](=[CH:18][CH:17]=1)[C:11](=[C:10]1[C:9]3[C:4](=[CH:5][CH:6]=[CH:7][CH:8]=3)[NH:3][C:2]1=[O:1])[O:12][CH2:13]2, predict the reactants needed to synthesize it. (2) Given the product [Cl:7][C:8]1[CH:13]=[CH:12][CH:11]=[CH:10][C:9]=1/[CH:14]=[N:24]/[C:25](=[O:31])[O:26][C:27]([CH3:29])([CH3:28])[CH3:30], predict the reactants needed to synthesize it. The reactants are: C(=O)([O-])[O-].[K+].[K+].[Cl:7][C:8]1[CH:13]=[CH:12][CH:11]=[CH:10][C:9]=1[CH:14]([NH:24][C:25](=[O:31])[O:26][C:27]([CH3:30])([CH3:29])[CH3:28])S(C1C=CC=CC=1)(=O)=O. (3) Given the product [CH2:13]([O:20][C:21]([NH:6][C@@H:7]([C:10]([OH:12])=[O:11])[CH2:8][OH:9])=[O:22])[C:14]1[CH:19]=[CH:18][CH:17]=[CH:16][CH:15]=1, predict the reactants needed to synthesize it. The reactants are: C(=O)(O)[O-].[Na+].[NH2:6][C@@H:7]([C:10]([OH:12])=[O:11])[CH2:8][OH:9].[CH2:13]([O:20][C:21](Cl)=[O:22])[C:14]1[CH:19]=[CH:18][CH:17]=[CH:16][CH:15]=1. (4) Given the product [CH:16]1([N:5]2[C:4]3[N:3]=[C:2]([NH:21][C:22]4[CH:37]=[CH:36][C:25]([C:26]([NH:28][CH:29]5[CH2:30][CH2:31][N:32]([CH3:35])[CH2:33][CH2:34]5)=[O:27])=[C:24]([F:38])[CH:23]=4)[N:11]=[CH:10][C:9]=3[N:8]([CH3:12])[C:7](=[O:13])[C@H:6]2[CH2:14][CH3:15])[CH2:20][CH2:19][CH2:18][CH2:17]1, predict the reactants needed to synthesize it. The reactants are: Cl[C:2]1[N:11]=[CH:10][C:9]2[N:8]([CH3:12])[C:7](=[O:13])[C@@H:6]([CH2:14][CH3:15])[N:5]([CH:16]3[CH2:20][CH2:19][CH2:18][CH2:17]3)[C:4]=2[N:3]=1.[NH2:21][C:22]1[CH:37]=[CH:36][C:25]([C:26]([NH:28][CH:29]2[CH2:34][CH2:33][N:32]([CH3:35])[CH2:31][CH2:30]2)=[O:27])=[C:24]([F:38])[CH:23]=1.C1(C)C=CC(S(O)(=O)=O)=CC=1. (5) Given the product [CH3:30][N:31]([C@@H:32]([C:34]1[CH:39]=[C:38]([C:40]([F:41])([F:43])[F:42])[CH:37]=[C:36]([CH3:44])[CH:35]=1)[CH3:33])[C:5]([N:24]1[CH2:23][CH2:22][N:21]2[C:25](=[O:28])[CH2:26][CH2:27][C@H:20]2[C@@H:19]1[C:14]1[CH:15]=[CH:16][CH:17]=[CH:18][C:13]=1[CH3:29])=[O:11], predict the reactants needed to synthesize it. The reactants are: ClC(Cl)(O[C:5](=[O:11])OC(Cl)(Cl)Cl)Cl.[C:13]1([CH3:29])[CH:18]=[CH:17][CH:16]=[CH:15][C:14]=1[C@@H:19]1[NH:24][CH2:23][CH2:22][N:21]2[C:25](=[O:28])[CH2:26][CH2:27][C@@H:20]12.[CH3:30][NH:31][C@@H:32]([C:34]1[CH:39]=[C:38]([C:40]([F:43])([F:42])[F:41])[CH:37]=[C:36]([CH3:44])[CH:35]=1)[CH3:33].